From a dataset of Kir2.1 potassium channel HTS with 301,493 compounds. Binary Classification. Given a drug SMILES string, predict its activity (active/inactive) in a high-throughput screening assay against a specified biological target. (1) The compound is FC(F)(F)c1c(NC(=O)CN(C(=O)c2c(N3CCOCC3)ccc([N+]([O-])=O)c2)C)cccc1. The result is 0 (inactive). (2) The molecule is S(=O)(=O)(N1CCC(Oc2cc(ccc2)C(=O)NCc2onc(c2)C)CC1)N(C)C. The result is 0 (inactive). (3) The compound is S=C(N(Cc1ccccc1)C)Nc1cccnc1. The result is 0 (inactive). (4) The drug is Fc1c(CN2CCN(CC2)Cc2ccc(cc2)C)cccc1. The result is 1 (active).